Dataset: Reaction yield outcomes from USPTO patents with 853,638 reactions. Task: Predict the reaction yield, written as a fraction of the theoretical maximum amount of product (1.0 means a 100% yield; for example, 0.34 means a 34% yield). (1) The reactants are [NH2:1][C@H:2]([C:6]([O:8][C:9]([CH3:12])([CH3:11])[CH3:10])=[O:7])[C@@H:3]([CH3:5])[OH:4].Cl.CCN(C(C)C)C(C)C.[NH:23]([C:35]([O:37][CH2:38][CH:39]=[CH2:40])=[O:36])[C@H:24]([C:32](O)=[O:33])[CH2:25][C:26]1[CH:31]=[CH:30][CH:29]=[CH:28][CH:27]=1.C(Cl)CCl. The catalyst is C(Cl)Cl. The product is [NH:23]([C:35]([O:37][CH2:38][CH:39]=[CH2:40])=[O:36])[C@H:24]([C:32]([NH:1][C@H:2]([C:6]([O:8][C:9]([CH3:11])([CH3:10])[CH3:12])=[O:7])[C@@H:3]([CH3:5])[OH:4])=[O:33])[CH2:25][C:26]1[CH:31]=[CH:30][CH:29]=[CH:28][CH:27]=1. The yield is 0.710. (2) The reactants are C([O:5][C:6](=[O:45])[C:7]([O:10]/[N:11]=[C:12](/[C:32]1[N:33]=[C:34]([NH:37]C(OC(C)(C)C)=O)[S:35][CH:36]=1)\[C:13]([NH:15][C@H:16]1[C@@H:19]([CH2:20][N:21]2[CH2:25][CH2:24][O:23][C:22]2=[O:26])[N:18]([S:27]([OH:30])(=[O:29])=[O:28])[C:17]1=[O:31])=[O:14])([CH3:9])[CH3:8])(C)(C)C.C(O)(C(F)(F)F)=O. The catalyst is C(Cl)Cl. The product is [NH2:37][C:34]1[S:35][CH:36]=[C:32](/[C:12](=[N:11]/[O:10][C:7]([CH3:9])([CH3:8])[C:6]([OH:45])=[O:5])/[C:13](=[O:14])[NH:15][C@H:16]2[C@@H:19]([CH2:20][N:21]3[CH2:25][CH2:24][O:23][C:22]3=[O:26])[N:18]([S:27]([OH:30])(=[O:29])=[O:28])[C:17]2=[O:31])[N:33]=1. The yield is 0.120.